Dataset: Catalyst prediction with 721,799 reactions and 888 catalyst types from USPTO. Task: Predict which catalyst facilitates the given reaction. (1) Reactant: [F:1][C:2]1[CH:8]=[CH:7][C:5]([NH2:6])=[CH:4][C:3]=1[N+:9]([O-:11])=[O:10].[S:12]1[CH:16]=[CH:15][CH:14]=[C:13]1[S:17](Cl)(=[O:19])=[O:18]. Product: [F:1][C:2]1[CH:8]=[CH:7][C:5]([NH:6][S:17]([C:13]2[S:12][CH:16]=[CH:15][CH:14]=2)(=[O:19])=[O:18])=[CH:4][C:3]=1[N+:9]([O-:11])=[O:10]. The catalyst class is: 154. (2) Reactant: [CH3:1][NH:2][C:3]([C:5]1[C:6]2[C:7](=[O:27])[C@H:8]([OH:26])[C@@H:9]([C:20]3[CH:25]=[CH:24][CH:23]=[CH:22][CH:21]=3)[NH:10][C:11]=2[C:12]2[N:17]=[C:16]([CH3:18])[N:15]([CH3:19])[C:13]=2[CH:14]=1)=[O:4].[BH4-].[Na+]. Product: [CH3:1][NH:2][C:3]([C:5]1[C:6]2[C@H:7]([OH:27])[C@H:8]([OH:26])[C@@H:9]([C:20]3[CH:25]=[CH:24][CH:23]=[CH:22][CH:21]=3)[NH:10][C:11]=2[C:12]2[N:17]=[C:16]([CH3:18])[N:15]([CH3:19])[C:13]=2[CH:14]=1)=[O:4]. The catalyst class is: 5. (3) Reactant: C(N(CC)CC)C.[C:8]([O:11][C@@H:12]1[C@@H:17]([O:18][C:19](=[O:21])[CH3:20])[C@H:16]([O:22][C:23](=[O:25])[CH3:24])[C@@H:15]([CH2:26][O:27][C:28](=[O:30])[CH3:29])[O:14][C@H:13]1[C:31]1[NH:35][N:34]=[N:33][N:32]=1)(=[O:10])[CH3:9].[CH2:36]([C:38]1[CH:45]=[CH:44][C:41]([CH2:42]Br)=[CH:40][CH:39]=1)[CH3:37].O. Product: [C:8]([O:11][C@@H:12]1[C@@H:17]([O:18][C:19](=[O:21])[CH3:20])[C@H:16]([O:22][C:23](=[O:25])[CH3:24])[C@@H:15]([CH2:26][O:27][C:28](=[O:30])[CH3:29])[O:14][C@H:13]1[C:31]1[NH:35][N:34]([CH2:42][C:41]2[CH:44]=[CH:45][C:38]([CH2:36][CH3:37])=[CH:39][CH:40]=2)[NH:33][N:32]=1)(=[O:10])[CH3:9]. The catalyst class is: 7. (4) Reactant: [CH3:1][C:2]([CH3:19])([CH3:18])[CH2:3][NH:4][C:5]1[C:14]2[C:9](=[CH:10][CH:11]=[C:12]([OH:15])[CH:13]=2)[N:8]=[C:7]([C:16]#[N:17])[N:6]=1.Cl.Cl[CH2:22][C:23]1[CH:28]=[CH:27][N:26]=[CH:25][CH:24]=1.C(=O)([O-])[O-].[Cs+].[Cs+].O. Product: [CH3:1][C:2]([CH3:19])([CH3:18])[CH2:3][NH:4][C:5]1[C:14]2[C:9](=[CH:10][CH:11]=[C:12]([O:15][CH2:22][C:23]3[CH:28]=[CH:27][N:26]=[CH:25][CH:24]=3)[CH:13]=2)[N:8]=[C:7]([C:16]#[N:17])[N:6]=1. The catalyst class is: 3. (5) Reactant: [NH:1]1[C:9]2[C:4](=[CH:5][CH:6]=[C:7]([OH:10])[CH:8]=2)[CH:3]=[CH:2]1.[O:11]1[CH2:15][CH2:14][CH:13](O)[CH2:12]1.C1(P(C2C=CC=CC=2)C2C=CC=CC=2)C=CC=CC=1.N(C(OC(C)C)=O)=NC(OC(C)C)=O.N1C2C(=CC=CC=2)C=C1. Product: [O:11]1[CH2:15][CH2:14][CH:13]([O:10][C:7]2[CH:8]=[C:9]3[C:4]([CH:3]=[CH:2][NH:1]3)=[CH:5][CH:6]=2)[CH2:12]1. The catalyst class is: 4. (6) Reactant: [H-].[Na+].[CH3:3][C:4]12[C:15](=[O:16])[NH:14][C:12]3[C:13]1=[C:8]([CH:9]=[CH:10][CH:11]=3)[NH:7][C:6](=[O:17])[CH2:5]2.Br[CH2:19][C:20]([O:22]C(C)(C)C)=[O:21]. Product: [CH3:3][C:4]12[C:15](=[O:16])[N:14]([CH2:19][C:20]([OH:22])=[O:21])[C:12]3[C:13]1=[C:8]([CH:9]=[CH:10][CH:11]=3)[NH:7][C:6](=[O:17])[CH2:5]2. The catalyst class is: 3. (7) Product: [F:12][C:9]1[CH:10]=[CH:11][C:6]([CH2:5][CH2:4][CH:3]=[O:2])=[C:7]([S:13]([N:16]2[CH2:17][CH2:18][O:19][CH2:20][CH2:21]2)(=[O:14])=[O:15])[CH:8]=1. Reactant: C[O:2][C:3](=O)[CH2:4][CH2:5][C:6]1[CH:11]=[CH:10][C:9]([F:12])=[CH:8][C:7]=1[S:13]([N:16]1[CH2:21][CH2:20][O:19][CH2:18][CH2:17]1)(=[O:15])=[O:14].CC(C[AlH]CC(C)C)C. The catalyst class is: 11. (8) Reactant: [Cl:1][C:2]1[CH:3]=[C:4]([C:12]2[O:16][N:15]=[C:14]([C:17]3[C:27]4[O:26][CH2:25][CH2:24][N:23]([CH2:28][CH2:29][C:30]([O:32]CC)=[O:31])[CH2:22][C:21]=4[CH:20]=[CH:19][CH:18]=3)[N:13]=2)[CH:5]=[N:6][C:7]=1[O:8][CH:9]([CH3:11])[CH3:10].[OH-].[Na+]. Product: [Cl:1][C:2]1[CH:3]=[C:4]([C:12]2[O:16][N:15]=[C:14]([C:17]3[C:27]4[O:26][CH2:25][CH2:24][N:23]([CH2:28][CH2:29][C:30]([OH:32])=[O:31])[CH2:22][C:21]=4[CH:20]=[CH:19][CH:18]=3)[N:13]=2)[CH:5]=[N:6][C:7]=1[O:8][CH:9]([CH3:11])[CH3:10]. The catalyst class is: 8.